This data is from Forward reaction prediction with 1.9M reactions from USPTO patents (1976-2016). The task is: Predict the product of the given reaction. Given the reactants [CH:1]1([C@@H:4]([C:11]2[CH:16]=[CH:15][N:14]=[C:13]([O:17][CH2:18][CH:19]3[CH2:24][CH2:23][NH:22][CH2:21][CH2:20]3)[CH:12]=2)[CH2:5][C:6]([O:8][CH2:9][CH3:10])=[O:7])[CH2:3][CH2:2]1.[CH3:25][C:26]([CH3:48])([CH3:47])[CH2:27][N:28]([C:40]1[CH:45]=[CH:44][CH:43]=[C:42]([CH3:46])[N:41]=1)[C:29](=[O:39])[C:30]1[CH:35]=[CH:34][C:33]([O:36][CH3:37])=[CH:32][C:31]=1F.C(=O)([O-])[O-].[Cs+].[Cs+], predict the reaction product. The product is: [CH:1]1([C@@H:4]([C:11]2[CH:16]=[CH:15][N:14]=[C:13]([O:17][CH2:18][CH:19]3[CH2:20][CH2:21][N:22]([C:31]4[CH:32]=[C:33]([O:36][CH3:37])[CH:34]=[CH:35][C:30]=4[C:29](=[O:39])[N:28]([CH2:27][C:26]([CH3:47])([CH3:25])[CH3:48])[C:40]4[CH:45]=[CH:44][CH:43]=[C:42]([CH3:46])[N:41]=4)[CH2:23][CH2:24]3)[CH:12]=2)[CH2:5][C:6]([O:8][CH2:9][CH3:10])=[O:7])[CH2:3][CH2:2]1.